The task is: Regression. Given two drug SMILES strings and cell line genomic features, predict the synergy score measuring deviation from expected non-interaction effect.. This data is from NCI-60 drug combinations with 297,098 pairs across 59 cell lines. (1) Drug 1: CC12CCC(CC1=CCC3C2CCC4(C3CC=C4C5=CN=CC=C5)C)O. Drug 2: COC1=NC(=NC2=C1N=CN2C3C(C(C(O3)CO)O)O)N. Cell line: BT-549. Synergy scores: CSS=1.10, Synergy_ZIP=1.16, Synergy_Bliss=3.54, Synergy_Loewe=-0.415, Synergy_HSA=0.984. (2) Drug 1: C1=NC2=C(N1)C(=S)N=CN2. Drug 2: B(C(CC(C)C)NC(=O)C(CC1=CC=CC=C1)NC(=O)C2=NC=CN=C2)(O)O. Cell line: EKVX. Synergy scores: CSS=44.2, Synergy_ZIP=-0.981, Synergy_Bliss=-3.48, Synergy_Loewe=-28.3, Synergy_HSA=-3.36. (3) Drug 1: CC1C(C(CC(O1)OC2CC(CC3=C2C(=C4C(=C3O)C(=O)C5=C(C4=O)C(=CC=C5)OC)O)(C(=O)C)O)N)O.Cl. Drug 2: CC1CCCC2(C(O2)CC(NC(=O)CC(C(C(=O)C(C1O)C)(C)C)O)C(=CC3=CSC(=N3)C)C)C. Cell line: MOLT-4. Synergy scores: CSS=53.3, Synergy_ZIP=-4.38, Synergy_Bliss=-6.96, Synergy_Loewe=-7.05, Synergy_HSA=-6.04.